Dataset: Forward reaction prediction with 1.9M reactions from USPTO patents (1976-2016). Task: Predict the product of the given reaction. Given the reactants [C:1]([C:3]1[C:8]([C:9]2[N:13](S(C3C=CC=CC=3)(=O)=O)[CH:12]=[C:11]([CH2:23][N:24]([CH3:32])[C:25](=[O:31])[O:26][C:27]([CH3:30])([CH3:29])[CH3:28])[C:10]=2[F:33])=[CH:7][CH:6]=[CH:5][N:4]=1)#[N:2].O1CCCC1.[OH-].[Na+], predict the reaction product. The product is: [C:1]([C:3]1[C:8]([C:9]2[NH:13][CH:12]=[C:11]([CH2:23][N:24]([CH3:32])[C:25](=[O:31])[O:26][C:27]([CH3:29])([CH3:30])[CH3:28])[C:10]=2[F:33])=[CH:7][CH:6]=[CH:5][N:4]=1)#[N:2].